This data is from NCI-60 drug combinations with 297,098 pairs across 59 cell lines. The task is: Regression. Given two drug SMILES strings and cell line genomic features, predict the synergy score measuring deviation from expected non-interaction effect. (1) Drug 1: CC1=C(C=C(C=C1)NC2=NC=CC(=N2)N(C)C3=CC4=NN(C(=C4C=C3)C)C)S(=O)(=O)N.Cl. Drug 2: C1=NC(=NC(=O)N1C2C(C(C(O2)CO)O)O)N. Cell line: HOP-62. Synergy scores: CSS=10.4, Synergy_ZIP=-2.22, Synergy_Bliss=2.93, Synergy_Loewe=1.53, Synergy_HSA=2.34. (2) Drug 1: C1C(C(OC1N2C=NC3=C(N=C(N=C32)Cl)N)CO)O. Drug 2: CCCCCOC(=O)NC1=NC(=O)N(C=C1F)C2C(C(C(O2)C)O)O. Cell line: SK-MEL-28. Synergy scores: CSS=-0.489, Synergy_ZIP=2.07, Synergy_Bliss=3.64, Synergy_Loewe=-2.33, Synergy_HSA=-1.65.